From a dataset of Peptide-MHC class I binding affinity with 185,985 pairs from IEDB/IMGT. Regression. Given a peptide amino acid sequence and an MHC pseudo amino acid sequence, predict their binding affinity value. This is MHC class I binding data. The peptide sequence is RIKQIINMW. The MHC is HLA-A68:01 with pseudo-sequence HLA-A68:01. The binding affinity (normalized) is 0.183.